This data is from Full USPTO retrosynthesis dataset with 1.9M reactions from patents (1976-2016). The task is: Predict the reactants needed to synthesize the given product. (1) Given the product [CH3:18][S:19]([O:10][CH2:9][CH2:8][C:5]1[CH:6]=[N:7][C:2]([CH3:1])=[CH:3][CH:4]=1)(=[O:21])=[O:20], predict the reactants needed to synthesize it. The reactants are: [CH3:1][C:2]1[N:7]=[CH:6][C:5]([CH2:8][CH2:9][OH:10])=[CH:4][CH:3]=1.C(N(CC)CC)C.[CH3:18][S:19](Cl)(=[O:21])=[O:20]. (2) Given the product [Cl:34][C:21]1[C:20]2[C:25](=[CH:26][CH:27]=[C:18]([S:16][C:13]3[N:11]4[CH:12]=[C:7]([C:5]5[CH:4]=[N:3][N:2]([CH3:1])[CH:6]=5)[CH:8]=[CH:9][C:10]4=[N:15][N:14]=3)[CH:19]=2)[N:24]=[CH:23][C:22]=1[N:28]1[CH2:29][CH2:30][O:31][CH2:32][CH2:33]1, predict the reactants needed to synthesize it. The reactants are: [CH3:1][N:2]1[CH:6]=[C:5]([C:7]2[CH:8]=[CH:9][C:10]3[N:11]([C:13]([SH:16])=[N:14][N:15]=3)[CH:12]=2)[CH:4]=[N:3]1.Br[C:18]1[CH:19]=[C:20]2[C:25](=[CH:26][CH:27]=1)[N:24]=[CH:23][C:22]([N:28]1[CH2:33][CH2:32][O:31][CH2:30][CH2:29]1)=[C:21]2[Cl:34].C1(P(C2C=CC=CC=2)C2C3OC4C(=CC=CC=4P(C4C=CC=CC=4)C4C=CC=CC=4)C(C)(C)C=3C=CC=2)C=CC=CC=1.C(N(CC)C(C)C)(C)C. (3) Given the product [CH3:41][O:40][C:38](=[O:39])[CH2:37][CH:10]1[CH2:9][NH:8][CH2:36][CH2:35][C:11]21[O:15][N:14]=[C:13]([C:16]1[CH:21]=[CH:20][C:19]([O:22][CH2:23][C:24]3[C:33]4[C:28](=[CH:29][CH:30]=[CH:31][CH:32]=4)[N:27]=[C:26]([CH3:34])[CH:25]=3)=[CH:18][CH:17]=1)[CH2:12]2, predict the reactants needed to synthesize it. The reactants are: C(OC([N:8]1[CH2:36][CH2:35][C:11]2([O:15][N:14]=[C:13]([C:16]3[CH:21]=[CH:20][C:19]([O:22][CH2:23][C:24]4[C:33]5[C:28](=[CH:29][CH:30]=[CH:31][CH:32]=5)[N:27]=[C:26]([CH3:34])[CH:25]=4)=[CH:18][CH:17]=3)[CH2:12]2)[CH:10]([CH2:37][C:38]([O:40][CH3:41])=[O:39])[CH2:9]1)=O)(C)(C)C.C(O)(C(F)(F)F)=O. (4) Given the product [C:35]([N:24]1[CH2:25][CH2:26][CH:21]([C:18]2[CH:17]=[CH:16][C:15]([C:7]3[NH:6][C:5](=[O:27])[C:4]4[C:9](=[CH:10][C:11]([O:13][CH3:14])=[CH:12][C:3]=4[O:2][CH3:1])[N:8]=3)=[CH:20][CH:19]=2)[CH2:22][CH2:23]1)(=[O:37])[CH3:36], predict the reactants needed to synthesize it. The reactants are: [CH3:1][O:2][C:3]1[CH:12]=[C:11]([O:13][CH3:14])[CH:10]=[C:9]2[C:4]=1[C:5](=[O:27])[NH:6][C:7]([C:15]1[CH:20]=[CH:19][C:18]([CH:21]3[CH2:26][CH2:25][NH:24][CH2:23][CH2:22]3)=[CH:17][CH:16]=1)=[N:8]2.CCN(CC)CC.[C:35](Cl)(=[O:37])[CH3:36].